This data is from Forward reaction prediction with 1.9M reactions from USPTO patents (1976-2016). The task is: Predict the product of the given reaction. (1) Given the reactants [C:1]1(=[O:7])[NH:6][CH2:5][CH2:4][CH2:3][CH2:2]1.Br[C:9]1[CH:14]=[CH:13][CH:12]=[CH:11][CH:10]=1.C(=O)([O-])[O-].[Cs+].[Cs+].CC1(C)C2C(=C(P(C3C=CC=CC=3)C3C=CC=CC=3)C=CC=2)OC2C(P(C3C=CC=CC=3)C3C=CC=CC=3)=CC=CC1=2, predict the reaction product. The product is: [C:9]1([N:6]2[CH2:5][CH2:4][CH2:3][CH2:2][C:1]2=[O:7])[CH:14]=[CH:13][CH:12]=[CH:11][CH:10]=1. (2) The product is: [F:13][C:14]1[CH:22]=[C:21]([F:23])[CH:20]=[C:19]([F:24])[C:15]=1[C:1]([O:7][C:8]([CH3:9])([CH3:10])[CH3:11])=[O:12]. Given the reactants [C:1](=[O:12])([O:7][C:8]([CH3:11])([CH3:10])[CH3:9])OC(C)(C)C.[F:13][C:14]1[CH:22]=[C:21]([F:23])[CH:20]=[C:19]([F:24])[C:15]=1C(O)=O, predict the reaction product. (3) The product is: [NH2:22][C@H:19]1[CH2:20][CH2:21][C@H:16]([O:15][C:14]2[CH:30]=[CH:31][C:11]([C:9]([NH2:8])=[O:10])=[C:12]([F:32])[CH:13]=2)[CH2:17][CH2:18]1. Given the reactants FC(F)(F)C(O)=O.[NH2:8][C:9]([C:11]1[CH:31]=[CH:30][C:14]([O:15][C@H:16]2[CH2:21][CH2:20][C@H:19]([NH:22]C(=O)OC(C)(C)C)[CH2:18][CH2:17]2)=[CH:13][C:12]=1[F:32])=[O:10], predict the reaction product. (4) Given the reactants [Br:1][C:2]1[C:7]2=[N:8][C:9]([C:12]([OH:14])=O)=[CH:10][N:11]=[C:6]2[CH:5]=[N:4][CH:3]=1.[NH:15]1[CH2:20][CH2:19][O:18][CH2:17][CH2:16]1.C(N(CC)CC)C.F[P-](F)(F)(F)(F)F.N1(OC(N(C)C)=[N+](C)C)C2N=CC=CC=2N=N1, predict the reaction product. The product is: [Br:1][C:2]1[C:7]2=[N:8][C:9]([C:12]([N:15]3[CH2:20][CH2:19][O:18][CH2:17][CH2:16]3)=[O:14])=[CH:10][N:11]=[C:6]2[CH:5]=[N:4][CH:3]=1. (5) Given the reactants CC(C)(C)C([NH:5][C:6]1[C:15]([C:16]([O:18][CH3:19])=[O:17])=[C:14]2[C:9]([CH:10]3[CH2:20][CH:11]3[CH2:12][O:13]2)=[CH:8][C:7]=1[F:21])=O.S(=O)(=O)(O)O.O, predict the reaction product. The product is: [NH2:5][C:6]1[C:15]([C:16]([O:18][CH3:19])=[O:17])=[C:14]2[C:9]([CH:10]3[CH2:20][CH:11]3[CH2:12][O:13]2)=[CH:8][C:7]=1[F:21].